This data is from Catalyst prediction with 721,799 reactions and 888 catalyst types from USPTO. The task is: Predict which catalyst facilitates the given reaction. (1) Reactant: [Br-].[CH2:2]([P+](C1C=CC=CC=1)(C1C=CC=CC=1)C1C=CC=CC=1)[CH2:3][CH:4]([CH3:6])[CH3:5].[Li]CCCC.[C:31]([N:38]1[C@@H:43]([CH:44]=O)[CH2:42][CH2:41][CH2:40][C@@H:39]1[CH3:46])([O:33][C:34]([CH3:37])([CH3:36])[CH3:35])=[O:32].CCOC(C)=O.CCCCCC. The catalyst class is: 20. Product: [C:31]([N:38]1[C@@H:39]([CH3:46])[CH2:40][CH2:41][CH2:42][C@@H:43]1[CH:44]=[CH:2][CH2:3][CH:4]([CH3:6])[CH3:5])([O:33][C:34]([CH3:37])([CH3:36])[CH3:35])=[O:32]. (2) Reactant: [Br:1][C:2]1[CH:7]=[C:6]([F:8])[CH:5]=[CH:4][C:3]=1[CH:9]1[C:14]([C:15]([O:17][CH2:18][CH3:19])=[O:16])=[C:13]([CH2:20]Br)[NH:12][C:11]([C:22]2[S:23][CH:24]=[CH:25][N:26]=2)=[N:10]1.Cl.[NH:28]1[CH2:33][CH2:32][O:31][CH2:30][CH:29]1[C:34]([OH:36])=[O:35].C(N(CC)CC)C. Product: [Br:1][C:2]1[CH:7]=[C:6]([F:8])[CH:5]=[CH:4][C:3]=1[CH:9]1[N:10]=[C:11]([C:22]2[S:23][CH:24]=[CH:25][N:26]=2)[NH:12][C:13]([CH2:20][N:28]2[CH2:33][CH2:32][O:31][CH2:30][CH:29]2[C:34]([OH:36])=[O:35])=[C:14]1[C:15]([O:17][CH2:18][CH3:19])=[O:16]. The catalyst class is: 8. (3) Reactant: [CH:1]1([N:4]2[C:13]3[C:8](=[CH:9][CH:10]=[CH:11][CH:12]=3)[NH:7][CH2:6][CH2:5]2)[CH2:3][CH2:2]1.C(N(CC)CC)C.[Cl:21][C:22]1[CH:27]=[CH:26][C:25]([Cl:28])=[CH:24][C:23]=1[CH2:29][N:30]1[C:35](=[O:36])[CH:34]=[CH:33][CH:32]=[C:31]1[C:37](Cl)=[O:38]. Product: [CH:1]1([N:4]2[C:13]3[C:8](=[CH:9][CH:10]=[CH:11][CH:12]=3)[N:7]([C:37]([C:31]3[N:30]([CH2:29][C:23]4[CH:24]=[C:25]([Cl:28])[CH:26]=[CH:27][C:22]=4[Cl:21])[C:35](=[O:36])[CH:34]=[CH:33][CH:32]=3)=[O:38])[CH2:6][CH2:5]2)[CH2:3][CH2:2]1. The catalyst class is: 4. (4) Reactant: [F:1][C:2]1([F:31])[CH2:7][CH2:6][N:5]([CH2:8][C:9]2[CH:10]=[C:11]([N:15](C(OC(C)(C)C)=O)[NH:16]C(OC(C)(C)C)=O)[CH:12]=[CH:13][CH:14]=2)[CH2:4][CH2:3]1.[C:32]([CH2:38][C:39]#[N:40])(=O)[C:33]([CH3:36])([CH3:35])[CH3:34].Cl.C([O-])(O)=O.[Na+]. Product: [C:33]([C:32]1[CH:38]=[C:39]([NH2:40])[N:15]([C:11]2[CH:12]=[CH:13][CH:14]=[C:9]([CH2:8][N:5]3[CH2:4][CH2:3][C:2]([F:31])([F:1])[CH2:7][CH2:6]3)[CH:10]=2)[N:16]=1)([CH3:36])([CH3:35])[CH3:34]. The catalyst class is: 8. (5) Reactant: C([O:8][C@H:9]1[C@@H:14]([O:15]CC2C=CC=CC=2)[C@H:13]([O:23]CC2C=CC=CC=2)[C@@H:12]([CH2:31][O:32]CC2C=CC=CC=2)[O:11][C@:10]21[CH2:48][CH2:47][C:46]1[C:41](=[CH:42][CH:43]=[C:44]([O:49]CC3C=CC=CC=3)[CH:45]=1)[O:40]2)C1C=CC=CC=1.[F:57][C:58]([F:77])([F:76])[S:59](N(C1C=CC=CC=1)[S:59]([C:58]([F:77])([F:76])[F:57])(=[O:61])=[O:60])(=[O:61])=[O:60]. Product: [OH:8][C@H:9]1[C@@H:14]([OH:15])[C@H:13]([OH:23])[C@@H:12]([CH2:31][OH:32])[O:11][C@:10]21[CH2:48][CH2:47][C:46]1[C:41](=[CH:42][CH:43]=[C:44]([O:49][S:59]([C:58]([F:77])([F:76])[F:57])(=[O:61])=[O:60])[CH:45]=1)[O:40]2. The catalyst class is: 3. (6) Reactant: C([O:8][C:9]1[CH:14]=[CH:13][C:12]([CH2:15][CH2:16][NH2:17])=[C:11]([O:18][CH2:19][O:20][CH3:21])[CH:10]=1)C1C=CC=CC=1. Product: [NH2:17][CH2:16][CH2:15][C:12]1[CH:13]=[CH:14][C:9]([OH:8])=[CH:10][C:11]=1[O:18][CH2:19][O:20][CH3:21]. The catalyst class is: 63. (7) Reactant: [CH3:1][C:2]1[CH:7]=[CH:6][C:5]([NH:8][C:9](=[O:20])[C:10]2[CH:15]=[CH:14][CH:13]=[C:12]([C:16]([F:19])([F:18])[F:17])[CH:11]=2)=[CH:4][C:3]=1[N+:21]([O-])=O.[Br:24][C:25]1[S:26][C:27]([C:30](O)=[O:31])=[CH:28][N:29]=1.C(N(C(C)C)CC)(C)C.F[P-](F)(F)(F)(F)F.N1(OC(N(C)C)=[N+](C)C)C2N=CC=CC=2N=N1. The catalyst class is: 31. Product: [CH3:1][C:2]1[CH:7]=[CH:6][C:5]([NH:8][C:9](=[O:20])[C:10]2[CH:15]=[CH:14][CH:13]=[C:12]([C:16]([F:19])([F:18])[F:17])[CH:11]=2)=[CH:4][C:3]=1[NH:21][C:30]([C:27]1[S:26][C:25]([Br:24])=[N:29][CH:28]=1)=[O:31]. (8) Product: [OH:2][C:3]1[CH:20]=[CH:19][C:6]([O:7][C:8]2[CH:18]=[CH:17][C:11]3[NH:12][C:13](=[O:16])[CH2:14][O:15][C:10]=3[CH:9]=2)=[CH:5][CH:4]=1. The catalyst class is: 2. Reactant: C[O:2][C:3]1[CH:20]=[CH:19][C:6]([O:7][C:8]2[CH:18]=[CH:17][C:11]3[NH:12][C:13](=[O:16])[CH2:14][O:15][C:10]=3[CH:9]=2)=[CH:5][CH:4]=1.B(Br)(Br)Br.